The task is: Predict the product of the given reaction.. This data is from Forward reaction prediction with 1.9M reactions from USPTO patents (1976-2016). (1) Given the reactants [Cl:1][C:2]1[CH:7]=[CH:6][C:5]([C:8]2[N:12]([C:13]3[CH:18]=[CH:17][C:16]([Cl:19])=[CH:15][C:14]=3[Cl:20])[N:11]=[C:10]([C:21](O)=[O:22])[C:9]=2[CH3:24])=[CH:4][CH:3]=1.B.CO, predict the reaction product. The product is: [Cl:1][C:2]1[CH:3]=[CH:4][C:5]([C:8]2[N:12]([C:13]3[CH:18]=[CH:17][C:16]([Cl:19])=[CH:15][C:14]=3[Cl:20])[N:11]=[C:10]([CH2:21][OH:22])[C:9]=2[CH3:24])=[CH:6][CH:7]=1. (2) Given the reactants [Cl:1][C:2]1[C:7]([F:8])=[CH:6][CH:5]=[C:4]([Cl:9])[C:3]=1[C@H:10]([O:12][C:13]1[C:14]2[O:22][CH:21]=[C:20]([C:23]3[CH2:24][CH2:25][NH:26][CH2:27][CH:28]=3)[C:15]=2[CH:16]=[N:17][C:18]=1[NH2:19])[CH3:11].C(N(CC)CC)C.[F:36][C:37]([F:48])([F:47])[C:38](O[C:38](=[O:39])[C:37]([F:48])([F:47])[F:36])=[O:39], predict the reaction product. The product is: [NH2:19][C:18]1[N:17]=[CH:16][C:15]2[C:20]([C:23]3[CH2:24][CH2:25][N:26]([C:38](=[O:39])[C:37]([F:48])([F:47])[F:36])[CH2:27][CH:28]=3)=[CH:21][O:22][C:14]=2[C:13]=1[O:12][C@@H:10]([C:3]1[C:4]([Cl:9])=[CH:5][CH:6]=[C:7]([F:8])[C:2]=1[Cl:1])[CH3:11]. (3) Given the reactants [C:1]([O:5][C:6]([CH2:8][O:9][C@H:10]1[CH2:15][CH2:14][C@H:13]([C:16]2[CH:24]=[CH:23][C:19]([C:20](O)=[O:21])=[CH:18][CH:17]=2)[CH2:12][CH2:11]1)=[O:7])([CH3:4])([CH3:3])[CH3:2].C(N(C(C)C)CC)(C)C.OC1C2N=NNC=2C=CC=1.Cl.C(N=C=NCCCN(C)C)C.[CH2:56]([C:63]1[S:67][C:66]([NH2:68])=[N:65][N:64]=1)[C:57]1[CH:62]=[CH:61][CH:60]=[CH:59][CH:58]=1, predict the reaction product. The product is: [CH2:56]([C:63]1[S:67][C:66]([NH:68][C:20]([C:19]2[CH:23]=[CH:24][C:16]([C@H:13]3[CH2:12][CH2:11][C@H:10]([O:9][CH2:8][C:6]([O:5][C:1]([CH3:4])([CH3:3])[CH3:2])=[O:7])[CH2:15][CH2:14]3)=[CH:17][CH:18]=2)=[O:21])=[N:65][N:64]=1)[C:57]1[CH:58]=[CH:59][CH:60]=[CH:61][CH:62]=1. (4) Given the reactants C(Cl)(=O)C(Cl)=O.CS(C)=O.[F:11][C:12]([F:49])([F:48])[C:13]1[CH:14]=[C:15]([C:23]([CH3:47])([CH3:46])[C:24]([N:26]([C:28]2[CH:29]=[N:30][C:31]([NH:41][CH2:42][CH:43]([OH:45])[CH3:44])=[CH:32][C:33]=2[C:34]2[CH:39]=[CH:38][CH:37]=[CH:36][C:35]=2[Cl:40])[CH3:27])=[O:25])[CH:16]=[C:17]([C:19]([F:22])([F:21])[F:20])[CH:18]=1.C(N(C(C)C)C(C)C)C, predict the reaction product. The product is: [F:49][C:12]([F:11])([F:48])[C:13]1[CH:14]=[C:15]([C:23]([CH3:46])([CH3:47])[C:24]([N:26]([C:28]2[CH:29]=[N:30][C:31]([NH:41][CH2:42][C:43](=[O:45])[CH3:44])=[CH:32][C:33]=2[C:34]2[CH:39]=[CH:38][CH:37]=[CH:36][C:35]=2[Cl:40])[CH3:27])=[O:25])[CH:16]=[C:17]([C:19]([F:22])([F:21])[F:20])[CH:18]=1.